This data is from NCI-60 drug combinations with 297,098 pairs across 59 cell lines. The task is: Regression. Given two drug SMILES strings and cell line genomic features, predict the synergy score measuring deviation from expected non-interaction effect. (1) Drug 1: C1CN1P(=S)(N2CC2)N3CC3. Drug 2: CC=C1C(=O)NC(C(=O)OC2CC(=O)NC(C(=O)NC(CSSCCC=C2)C(=O)N1)C(C)C)C(C)C. Cell line: HL-60(TB). Synergy scores: CSS=71.0, Synergy_ZIP=2.06, Synergy_Bliss=1.29, Synergy_Loewe=-30.2, Synergy_HSA=-2.90. (2) Drug 1: CC1=CC=C(C=C1)C2=CC(=NN2C3=CC=C(C=C3)S(=O)(=O)N)C(F)(F)F. Drug 2: CC12CCC3C(C1CCC2OP(=O)(O)O)CCC4=C3C=CC(=C4)OC(=O)N(CCCl)CCCl.[Na+]. Cell line: LOX IMVI. Synergy scores: CSS=4.06, Synergy_ZIP=2.79, Synergy_Bliss=4.48, Synergy_Loewe=4.04, Synergy_HSA=3.22. (3) Drug 1: C1CCC(C1)C(CC#N)N2C=C(C=N2)C3=C4C=CNC4=NC=N3. Drug 2: CNC(=O)C1=CC=CC=C1SC2=CC3=C(C=C2)C(=NN3)C=CC4=CC=CC=N4. Cell line: MOLT-4. Synergy scores: CSS=21.6, Synergy_ZIP=-5.81, Synergy_Bliss=1.30, Synergy_Loewe=-10.9, Synergy_HSA=2.03. (4) Drug 1: CC1=C(C=C(C=C1)NC2=NC=CC(=N2)N(C)C3=CC4=NN(C(=C4C=C3)C)C)S(=O)(=O)N.Cl. Drug 2: CN(CCCl)CCCl.Cl. Cell line: OVCAR-4. Synergy scores: CSS=-0.937, Synergy_ZIP=-0.975, Synergy_Bliss=-3.60, Synergy_Loewe=-5.85, Synergy_HSA=-5.30. (5) Drug 1: CC1=C(C=C(C=C1)C(=O)NC2=CC(=CC(=C2)C(F)(F)F)N3C=C(N=C3)C)NC4=NC=CC(=N4)C5=CN=CC=C5. Synergy scores: CSS=-2.61, Synergy_ZIP=0.501, Synergy_Bliss=-0.951, Synergy_Loewe=-3.45, Synergy_HSA=-3.43. Drug 2: CNC(=O)C1=NC=CC(=C1)OC2=CC=C(C=C2)NC(=O)NC3=CC(=C(C=C3)Cl)C(F)(F)F. Cell line: UO-31.